Dataset: Peptide-MHC class II binding affinity with 134,281 pairs from IEDB. Task: Regression. Given a peptide amino acid sequence and an MHC pseudo amino acid sequence, predict their binding affinity value. This is MHC class II binding data. (1) The peptide sequence is LDGNLLSSNDLAKYK. The MHC is HLA-DPA10201-DPB10501 with pseudo-sequence HLA-DPA10201-DPB10501. The binding affinity (normalized) is 0.491. (2) The peptide sequence is MGKATTEEQKLIEDV. The MHC is DRB4_0101 with pseudo-sequence DRB4_0103. The binding affinity (normalized) is 0.268. (3) The peptide sequence is GEPGKAGEKGLPGA. The MHC is HLA-DQA10301-DQB10302 with pseudo-sequence HLA-DQA10301-DQB10302. The binding affinity (normalized) is 0. (4) The peptide sequence is GTLHDKKSMGDDHFW. The MHC is HLA-DPA10103-DPB10401 with pseudo-sequence HLA-DPA10103-DPB10401. The binding affinity (normalized) is 0. (5) The peptide sequence is RGQALLVNSSQPWEP. The MHC is DRB4_0101 with pseudo-sequence DRB4_0103. The binding affinity (normalized) is 0.321. (6) The peptide sequence is PRSLFPEFSELFAAF. The MHC is HLA-DPA10301-DPB10402 with pseudo-sequence HLA-DPA10301-DPB10402. The binding affinity (normalized) is 0.417. (7) The peptide sequence is SKGDSARVTVKDVTF. The MHC is HLA-DQA10101-DQB10501 with pseudo-sequence HLA-DQA10101-DQB10501. The binding affinity (normalized) is 0.0741. (8) The peptide sequence is DKCVTVMAPDKPSLD. The MHC is HLA-DQA10501-DQB10402 with pseudo-sequence HLA-DQA10501-DQB10402. The binding affinity (normalized) is 0.375.